Task: Predict the product of the given reaction.. Dataset: Forward reaction prediction with 1.9M reactions from USPTO patents (1976-2016) (1) Given the reactants CC(OC([NH:8][C@:9]([CH3:15])([C:12]([OH:14])=O)[CH2:10][OH:11])=O)(C)C.Cl.[CH3:17][CH:18]([O:20][C:21]1[CH:28]=[CH:27][C:26]([C:29]2[O:33][N:32]=[C:31]([C:34]3[C:35]([CH3:44])=[C:36]4[C:41](=[CH:42][CH:43]=3)[CH2:40][NH:39][CH2:38][CH2:37]4)[N:30]=2)=[CH:25][C:22]=1[C:23]#[N:24])[CH3:19].CN(C(ON1N=NC2C=CC=NC1=2)=[N+](C)C)C.F[P-](F)(F)(F)(F)F.CCN(C(C)C)C(C)C.FC(F)(F)C(O)=O, predict the reaction product. The product is: [CH3:19][CH:18]([O:20][C:21]1[CH:28]=[CH:27][C:26]([C:29]2[O:33][N:32]=[C:31]([C:34]3[C:35]([CH3:44])=[C:36]4[C:41](=[CH:42][CH:43]=3)[CH2:40][N:39]([C:12](=[O:14])[C@:9]([CH3:15])([CH2:10][OH:11])[NH2:8])[CH2:38][CH2:37]4)[N:30]=2)=[CH:25][C:22]=1[C:23]#[N:24])[CH3:17]. (2) Given the reactants [Br:1][C:2]1[CH:3]=[C:4]2[C:8](=[C:9]([Cl:11])[CH:10]=1)[NH:7][C:6]1[CH2:12][CH:13]3[NH:17][CH:16]([C:5]2=1)[CH2:15][CH2:14]3.[C:18]([O:22][C:23](O[C:23]([O:22][C:18]([CH3:21])([CH3:20])[CH3:19])=[O:24])=[O:24])([CH3:21])([CH3:20])[CH3:19].C(=O)([O-])[O-].[K+].[K+], predict the reaction product. The product is: [Br:1][C:2]1[CH:10]=[C:9]([Cl:11])[C:8]2[NH:7][C:6]3[CH2:12][CH:13]4[NH:17][CH:16]([C:5]=3[C:4]=2[C:3]=1[C:23]([O:22][C:18]([CH3:21])([CH3:20])[CH3:19])=[O:24])[CH2:15][CH2:14]4. (3) Given the reactants [Cl:1][C:2]1[CH:9]=[CH:8][C:5]([CH:6]=O)=[CH:4][CH:3]=1.[CH3:10][S:11]([CH3:13])=[O:12], predict the reaction product. The product is: [Cl:1][C:2]1[CH:9]=[CH:8][C:5]([CH3:6])=[CH:4][CH:3]=1.[CH3:5][C:4]1[CH:3]=[CH:2][CH:9]=[CH:8][C:10]=1[S:11]([C:13]1[CH:2]=[CH:9][CH:8]=[CH:5][C:4]=1[CH3:3])=[O:12]. (4) Given the reactants [Br:1][C:2]1[CH:3]=[C:4]([N:8]2[C:16]3[C:11](=[CH:12][C:13]([N:17]4[CH:21]=[C:20]([CH3:22])[N:19]=[CH:18]4)=[CH:14][CH:15]=3)[C:10]([C:23]([O:25]C)=O)=[N:9]2)[CH:5]=[CH:6][CH:7]=1.C([NH2:29])=O, predict the reaction product. The product is: [Br:1][C:2]1[CH:3]=[C:4]([N:8]2[C:16]3[C:11](=[CH:12][C:13]([N:17]4[CH:21]=[C:20]([CH3:22])[N:19]=[CH:18]4)=[CH:14][CH:15]=3)[C:10]([C:23]([NH2:29])=[O:25])=[N:9]2)[CH:5]=[CH:6][CH:7]=1. (5) The product is: [CH:1]1[CH:2]=[CH:3][C:4]2[S:14][C:13]3[CH:12]=[CH:11][C:10]([C:15]([F:18])([F:17])[F:16])=[CH:9][C:8]=3[N:7]([CH2:19][CH2:20][CH2:21][N:22]3[CH2:23][CH2:24][N:25]([CH2:28][CH2:29][OH:30])[CH2:26][CH2:27]3)[C:5]=2[CH:6]=1.[C:31]([O-:35])(=[O:30])[CH2:32][CH2:33][CH3:34]. Given the reactants [CH:1]1[CH:2]=[CH:3][C:4]2[S:14][C:13]3[CH:12]=[CH:11][C:10]([C:15]([F:18])([F:17])[F:16])=[CH:9][C:8]=3[N:7]([CH2:19][CH2:20][CH2:21][N:22]3[CH2:27][CH2:26][N:25]([CH2:28][CH2:29][OH:30])[CH2:24][CH2:23]3)[C:5]=2[CH:6]=1.[C:31](Cl)(=[O:35])[CH2:32][CH2:33][CH3:34], predict the reaction product. (6) The product is: [CH3:19][C:20]1[CH:28]=[CH:27][CH:26]=[CH:25][C:21]=1[C:22]([NH:1][C:2]1[CH:3]=[CH:4][C:5]([O:8][C:9](=[O:18])[N:10]([CH3:17])[C:11]2[CH:16]=[CH:15][CH:14]=[CH:13][CH:12]=2)=[N:6][CH:7]=1)=[O:23]. Given the reactants [NH2:1][C:2]1[CH:3]=[CH:4][C:5]([O:8][C:9](=[O:18])[N:10]([CH3:17])[C:11]2[CH:16]=[CH:15][CH:14]=[CH:13][CH:12]=2)=[N:6][CH:7]=1.[CH3:19][C:20]1[CH:28]=[CH:27][CH:26]=[CH:25][C:21]=1[C:22](Cl)=[O:23].C(N(CC)CC)C.ClCCl, predict the reaction product. (7) Given the reactants [Cl-].[Al+3].[Cl-].[Cl-].[C:5]1([OH:11])[CH:10]=[CH:9][CH:8]=[CH:7][CH:6]=1.[CH:12]1([C:16](Cl)=[O:17])[CH2:15][CH2:14][CH2:13]1.Cl, predict the reaction product. The product is: [CH:12]1([C:16]([C:8]2[CH:9]=[CH:10][C:5]([OH:11])=[CH:6][CH:7]=2)=[O:17])[CH2:15][CH2:14][CH2:13]1.